Dataset: Full USPTO retrosynthesis dataset with 1.9M reactions from patents (1976-2016). Task: Predict the reactants needed to synthesize the given product. Given the product [CH2:12]([NH:11][C:8]1[CH:9]=[CH:10][C:5]2[N:6]([C:2]([C:21]3[CH:22]=[CH:23][C:18]([CH:16]=[O:17])=[CH:19][CH:20]=3)=[CH:3][N:4]=2)[N:7]=1)[CH2:13][CH2:14][CH3:15], predict the reactants needed to synthesize it. The reactants are: Br[C:2]1[N:6]2[N:7]=[C:8]([NH:11][CH2:12][CH2:13][CH2:14][CH3:15])[CH:9]=[CH:10][C:5]2=[N:4][CH:3]=1.[CH:16]([C:18]1[CH:23]=[CH:22][C:21](B(O)O)=[CH:20][CH:19]=1)=[O:17].P([O-])([O-])([O-])=O.[K+].[K+].[K+].